This data is from Catalyst prediction with 721,799 reactions and 888 catalyst types from USPTO. The task is: Predict which catalyst facilitates the given reaction. (1) Reactant: [Cl:1][C:2]1[N:7]=[C:6](Cl)[C:5]([Cl:9])=[CH:4][N:3]=1.C([O-])([O-])=O.[K+].[K+].[C@@H:16]1([NH2:23])[CH2:21][CH2:20][CH2:19][CH2:18][C@H:17]1[NH2:22]. Product: [Cl:1][C:2]1[N:7]=[C:6]([NH:22][C@@H:17]2[CH2:18][CH2:19][CH2:20][CH2:21][C@H:16]2[NH2:23])[C:5]([Cl:9])=[CH:4][N:3]=1. The catalyst class is: 32. (2) Reactant: [CH:1]([C:3]1[CH:8]=[CH:7][C:6]([N:9]2[CH2:14][CH2:13][O:12][CH2:11][CH2:10]2)=[CH:5][CH:4]=1)=O.[I-:15].[CH3:16][N+:17]1[CH:22]=[CH:21][C:20]([CH3:23])=[CH:19][CH:18]=1.N1CCCCC1. Product: [I-:15].[CH3:16][N+:17]1[CH:22]=[CH:21][C:20]([CH:23]=[CH:1][C:3]2[CH:8]=[CH:7][C:6]([N:9]3[CH2:14][CH2:13][O:12][CH2:11][CH2:10]3)=[CH:5][CH:4]=2)=[CH:19][CH:18]=1. The catalyst class is: 5. (3) Reactant: Cl.[CH3:2][O:3][C:4](=[O:26])[C@H:5]([CH2:22][CH2:23][S:24][CH3:25])[NH:6][C:7](=[O:21])[C:8]1[CH:13]=[CH:12][C:11]([NH2:14])=[CH:10][C:9]=1[C:15]1[CH:20]=[CH:19][CH:18]=[CH:17][CH:16]=1.Cl.[CH3:28][N:29]1[CH:33]=[C:32]([CH2:34][C:35](O)=[O:36])[N:31]=[CH:30]1.C(N(C(C)C)CC)(C)C.CN(C(ON1N=NC2C1=CC=CC=2)=[N+](C)C)C.F[P-](F)(F)(F)(F)F. Product: [CH3:2][O:3][C:4](=[O:26])[C@H:5]([CH2:22][CH2:23][S:24][CH3:25])[NH:6][C:7](=[O:21])[C:8]1[CH:13]=[CH:12][C:11]([NH:14][C:35](=[O:36])[CH2:34][C:32]2[N:31]=[CH:30][N:29]([CH3:28])[CH:33]=2)=[CH:10][C:9]=1[C:15]1[CH:16]=[CH:17][CH:18]=[CH:19][CH:20]=1. The catalyst class is: 2. (4) Reactant: [C:1]([Mg]Cl)#[CH:2].[S:5](Cl)(Cl)(=[O:7])=[O:6].[C:10]([OH:14])([CH3:13])([CH3:12])[CH3:11].C(N(CC)CC)C. Product: [C:1]([S:5]([O:14][C:10]([CH3:13])([CH3:12])[CH3:11])(=[O:7])=[O:6])#[CH:2]. The catalyst class is: 1. (5) The catalyst class is: 11. Reactant: [CH3:1][N:2]([CH2:4][CH2:5][N:6]1[C:20](=[O:21])[C:15]2=[CH:16][C:17]([NH2:19])=[CH:18][C:13]3[C:14]2=[C:9]([CH:10]=[CH:11][CH:12]=3)[C:7]1=[O:8])[CH3:3].[CH3:22][O:23][C:24]1[CH:25]=[C:26]([CH:29]=[C:30]([O:34][CH3:35])[C:31]=1[O:32][CH3:33])[CH:27]=O. Product: [CH3:3][N:2]([CH3:1])[CH2:4][CH2:5][N:6]1[C:20](=[O:21])[C:15]2[CH:16]=[C:17](/[N:19]=[CH:27]\[C:26]3[CH:29]=[C:30]([O:34][CH3:35])[C:31]([O:32][CH3:33])=[C:24]([O:23][CH3:22])[CH:25]=3)[CH:18]=[C:13]3[C:14]=2[C:9](=[CH:10][CH:11]=[CH:12]3)[C:7]1=[O:8]. (6) Reactant: [CH3:1][O:2][C:3](=[O:9])[CH:4]([NH2:8])[C:5](=O)[CH3:6].[O:10]([C:12]#[N:13])[K].Cl. Product: [CH3:1][O:2][C:3]([C:4]1[NH:8][C:12](=[O:10])[NH:13][C:5]=1[CH3:6])=[O:9]. The catalyst class is: 8. (7) Reactant: [CH2:1]([O:3][C:4]([C:6]1[C:7]2[S:15][CH:14]=[C:13]([CH2:16][O:17][C:18]3[CH:23]=[CH:22][CH:21]=[C:20]([C:24]([O:26]C(C)(C)C)=[O:25])[CH:19]=3)[C:8]=2[C:9]([NH2:12])=[N:10][CH:11]=1)=[O:5])[CH3:2]. Product: [CH2:1]([O:3][C:4]([C:6]1[C:7]2[S:15][CH:14]=[C:13]([CH2:16][O:17][C:18]3[CH:23]=[CH:22][CH:21]=[C:20]([C:24]([OH:26])=[O:25])[CH:19]=3)[C:8]=2[C:9]([NH2:12])=[N:10][CH:11]=1)=[O:5])[CH3:2]. The catalyst class is: 330. (8) Reactant: [CH:1]([NH:4][C:5]([C:7]1[C:15]2[C:10](=[N:11][CH:12]=[C:13]([C:16]3[C:24]4[CH2:23][CH2:22][CH2:21][CH2:20][C:19]=4[N:18]([CH3:25])[N+:17]=3[O-:26])[N:14]=2)[N:9](COCC[Si](C)(C)C)[CH:8]=1)=[O:6])([CH3:3])[CH3:2].C(O)(C(F)(F)F)=O. Product: [CH:1]([NH:4][C:5]([C:7]1[C:15]2[C:10](=[N:11][CH:12]=[C:13]([C:16]3[C:24]4[CH2:23][CH2:22][CH2:21][CH2:20][C:19]=4[N:18]([CH3:25])[N+:17]=3[O-:26])[N:14]=2)[NH:9][CH:8]=1)=[O:6])([CH3:3])[CH3:2]. The catalyst class is: 4. (9) Reactant: N(C(OCC)=O)=NC(OCC)=O.[Cl:13][C:14]1[C:23]2[C:18](=[CH:19][C:20]([OH:26])=[C:21]([O:24][CH3:25])[CH:22]=2)[N:17]=[CH:16][N:15]=1.C1(P(C2C=CC=CC=2)C2C=CC=CC=2)C=CC=CC=1.[CH3:46][N:47]([CH2:51][CH2:52]O)[CH2:48][C:49]#[CH:50]. Product: [Cl:13][C:14]1[C:23]2[C:18](=[CH:19][C:20]([O:26][CH2:52][CH2:51][N:47]([CH3:46])[CH2:48][C:49]#[CH:50])=[C:21]([O:24][CH3:25])[CH:22]=2)[N:17]=[CH:16][N:15]=1. The catalyst class is: 2.